From a dataset of NCI-60 drug combinations with 297,098 pairs across 59 cell lines. Regression. Given two drug SMILES strings and cell line genomic features, predict the synergy score measuring deviation from expected non-interaction effect. (1) Drug 1: CC1=C(C(=CC=C1)Cl)NC(=O)C2=CN=C(S2)NC3=CC(=NC(=N3)C)N4CCN(CC4)CCO. Drug 2: CC1=C(N=C(N=C1N)C(CC(=O)N)NCC(C(=O)N)N)C(=O)NC(C(C2=CN=CN2)OC3C(C(C(C(O3)CO)O)O)OC4C(C(C(C(O4)CO)O)OC(=O)N)O)C(=O)NC(C)C(C(C)C(=O)NC(C(C)O)C(=O)NCCC5=NC(=CS5)C6=NC(=CS6)C(=O)NCCC[S+](C)C)O. Cell line: HOP-92. Synergy scores: CSS=24.2, Synergy_ZIP=-6.08, Synergy_Bliss=1.18, Synergy_Loewe=-1.03, Synergy_HSA=3.22. (2) Drug 1: CCCS(=O)(=O)NC1=C(C(=C(C=C1)F)C(=O)C2=CNC3=C2C=C(C=N3)C4=CC=C(C=C4)Cl)F. Drug 2: C1=NC2=C(N1)C(=S)N=C(N2)N. Cell line: M14. Synergy scores: CSS=56.8, Synergy_ZIP=-1.41, Synergy_Bliss=-2.00, Synergy_Loewe=-1.03, Synergy_HSA=2.79.